This data is from Full USPTO retrosynthesis dataset with 1.9M reactions from patents (1976-2016). The task is: Predict the reactants needed to synthesize the given product. (1) Given the product [Br:1][C:2]1[CH:7]=[CH:6][C:5]2[NH:8][C:35]([C:34]3[O:33][N:12]=[C:16]([CH2:17][CH:24]([CH3:23])[CH3:25])[CH:18]=3)=[N:9][C:4]=2[CH:3]=1, predict the reactants needed to synthesize it. The reactants are: [Br:1][C:2]1[CH:7]=[CH:6][C:5]([NH2:8])=[C:4]([NH2:9])[CH:3]=1.CC[N:12]([CH:16]([CH3:18])[CH3:17])C(C)C.CC1C=C[C:23](S(O)(=O)=O)=[CH:24][CH:25]=1.O.[OH-].[Na+].[O:33]1CCO[CH2:35][CH2:34]1. (2) Given the product [Cl:19][C:17]1[CH:18]=[C:13]([NH:12][S:9]([C:3]2[CH:4]=[CH:5][C:6]([Cl:8])=[CH:7][C:2]=2[Cl:1])(=[O:11])=[O:10])[CH:14]=[C:15]([Cl:32])[C:16]=1[S:20][C:21]1[S:22][C:23]2[CH:29]=[CH:28][C:27]([C:30]([NH2:31])=[O:33])=[CH:26][C:24]=2[N:25]=1, predict the reactants needed to synthesize it. The reactants are: [Cl:1][C:2]1[CH:7]=[C:6]([Cl:8])[CH:5]=[CH:4][C:3]=1[S:9]([NH:12][C:13]1[CH:18]=[C:17]([Cl:19])[C:16]([S:20][C:21]2[S:22][C:23]3[CH:29]=[CH:28][C:27]([C:30]#[N:31])=[CH:26][C:24]=3[N:25]=2)=[C:15]([Cl:32])[CH:14]=1)(=[O:11])=[O:10].[OH-:33].[K+].Cl. (3) Given the product [NH2:1][C:2]1[CH:3]=[C:4]([CH:8]=[C:9]([Br:11])[CH:10]=1)[C:5]([NH:19][CH2:18][CH2:17][O:16][CH2:15][CH2:14][O:13][CH3:12])=[O:7], predict the reactants needed to synthesize it. The reactants are: [NH2:1][C:2]1[CH:3]=[C:4]([CH:8]=[C:9]([Br:11])[CH:10]=1)[C:5]([OH:7])=O.[CH3:12][O:13][CH2:14][CH2:15][O:16][CH2:17][CH2:18][NH2:19].CCN(CC)CC.C(P1(=O)OP(CCC)(=O)OP(CCC)(=O)O1)CC. (4) Given the product [CH3:17][C:11]1[CH:12]=[CH:13][CH:14]=[C:15]([CH3:16])[C:10]=1[N:9]([CH2:7][CH3:8])[C:29]([N:20]([C:21]1[C:26]([CH3:27])=[CH:25][CH:24]=[CH:23][C:22]=1[CH3:28])[CH2:18][CH3:19])=[NH:30], predict the reactants needed to synthesize it. The reactants are: C([Li])CCC.Br.[CH2:7]([NH:9][C:10]1[C:15]([CH3:16])=[CH:14][CH:13]=[CH:12][C:11]=1[CH3:17])[CH3:8].[CH2:18]([N:20]([C:29]#[N:30])[C:21]1[C:26]([CH3:27])=[CH:25][CH:24]=[CH:23][C:22]=1[CH3:28])[CH3:19].C1COCC1. (5) Given the product [CH3:1][O:2][C:3]1[CH:8]=[C:7]([C:9]2[N:24]=[N:25][NH:11][CH:10]=2)[CH:6]=[CH:5][C:4]=1[C:14]1[CH:19]=[CH:18][CH:17]=[CH:16][N:15]=1, predict the reactants needed to synthesize it. The reactants are: [CH3:1][O:2][C:3]1[CH:8]=[C:7](/[CH:9]=[CH:10]\[N+:11]([O-])=O)[CH:6]=[CH:5][C:4]=1[C:14]1[CH:19]=[CH:18][CH:17]=[CH:16][N:15]=1.[Si]([N:24]=[N+:25]=[N-])(C)(C)C.CCCC[N+](CCCC)(CCCC)CCCC.[F-]. (6) Given the product [NH2:35][C:30]1[CH:29]=[C:28]([F:27])[CH:33]=[CH:32][C:31]=1[NH:34][C:24]([C:20]1[C:21]2[C:16](=[CH:15][C:14]([O:13][C:7]3[C:6]4[C:11](=[CH:12][C:3]([O:2][CH3:1])=[CH:4][CH:5]=4)[N:10]=[CH:9][CH:8]=3)=[CH:23][CH:22]=2)[CH:17]=[CH:18][CH:19]=1)=[O:25], predict the reactants needed to synthesize it. The reactants are: [CH3:1][O:2][C:3]1[CH:12]=[C:11]2[C:6]([C:7]([O:13][C:14]3[CH:15]=[C:16]4[C:21](=[CH:22][CH:23]=3)[C:20]([C:24](O)=[O:25])=[CH:19][CH:18]=[CH:17]4)=[CH:8][CH:9]=[N:10]2)=[CH:5][CH:4]=1.[F:27][C:28]1[CH:33]=[CH:32][C:31]([NH2:34])=[C:30]([NH2:35])[CH:29]=1. (7) Given the product [NH2:24][C:25]1[C:26]([C:40]([NH:42][CH3:43])=[O:41])=[N:27][C:28]([C:45]2[C:46]([C:54]#[N:55])=[N:47][N:48]([CH2:50][CH2:51][CH2:52][OH:53])[CH:49]=2)=[CH:29][CH:30]=1, predict the reactants needed to synthesize it. The reactants are: NC1C=CC(C2C=NN(CCCO)C=2)=CC=1C(N(CC)CC)=O.[NH2:24][C:25]1[C:26]([C:40]([NH:42][CH3:43])=[O:41])=[N:27][C:28](B2OC(C)(C)C(C)(C)O2)=[CH:29][CH:30]=1.Br[C:45]1[C:46]([C:54]#[N:55])=[N:47][N:48]([CH2:50][CH2:51][CH2:52][OH:53])[CH:49]=1. (8) Given the product [N:12]1[C:11]2[NH:7][CH:8]=[CH:9][C:10]=2[C:15]([C:16]2[S:20][C:19]([CH:21]([CH2:25][C:26]#[N:27])[CH2:22][C:23]#[N:24])=[N:18][CH:17]=2)=[N:14][CH:13]=1, predict the reactants needed to synthesize it. The reactants are: C[Si](C)(C)CCOC[N:7]1[C:11]2[N:12]=[CH:13][N:14]=[C:15]([C:16]3[S:20][C:19]([CH:21]([CH2:25][C:26]#[N:27])[CH2:22][C:23]#[N:24])=[N:18][CH:17]=3)[C:10]=2[CH:9]=[CH:8]1.C(O)(C(F)(F)F)=O. (9) Given the product [CH3:15][O:14][N:16]=[CH:7][C:6]1[CH:9]=[CH:10][CH:11]=[CH:12][C:5]=1[O:4][CH:1]([CH3:3])[CH3:2], predict the reactants needed to synthesize it. The reactants are: [CH:1]([O:4][C:5]1[CH:12]=[CH:11][CH:10]=[CH:9][C:6]=1[CH:7]=O)([CH3:3])[CH3:2].Cl.[O:14]([NH2:16])[CH3:15].